From a dataset of Forward reaction prediction with 1.9M reactions from USPTO patents (1976-2016). Predict the product of the given reaction. (1) Given the reactants [C:1]1([C:7]2[CH:12]=[C:11]([C:13]3[CH:18]=[CH:17][CH:16]=[CH:15][CH:14]=3)[N:10]=[C:9]([O:19][CH2:20][CH2:21][CH2:22][CH2:23][C:24]([CH3:28])([CH3:27])[CH2:25][NH2:26])[CH:8]=2)[CH:6]=[CH:5][CH:4]=[CH:3][CH:2]=1.C(N(C(C)C)CC)(C)C.F[P-](F)(F)(F)(F)F.N1(OC(N(C)C)=[N+](C)C)C2C=CC=CC=2N=N1.[CH3:62][C:63]([O:66][C:67]([NH:69][C@H:70]([C:90](O)=[O:91])[CH2:71][NH:72][C:73]([O:75][CH2:76][CH:77]1[C:89]2[C:84](=[CH:85][CH:86]=[CH:87][CH:88]=2)[C:83]2[C:78]1=[CH:79][CH:80]=[CH:81][CH:82]=2)=[O:74])=[O:68])([CH3:65])[CH3:64], predict the reaction product. The product is: [C:63]([O:66][C:67]([NH:69][CH:70]([CH2:71][NH:72][C:73]([O:75][CH2:76][CH:77]1[C:89]2[CH:88]=[CH:87][CH:86]=[CH:85][C:84]=2[C:83]2[C:78]1=[CH:79][CH:80]=[CH:81][CH:82]=2)=[O:74])[C:90]([NH:26][CH2:25][C:24]([CH3:28])([CH3:27])[CH2:23][CH2:22][CH2:21][CH2:20][O:19][C:9]1[CH:8]=[C:7]([C:1]2[CH:2]=[CH:3][CH:4]=[CH:5][CH:6]=2)[CH:12]=[C:11]([C:13]2[CH:14]=[CH:15][CH:16]=[CH:17][CH:18]=2)[N:10]=1)=[O:91])=[O:68])([CH3:65])([CH3:62])[CH3:64]. (2) Given the reactants [Cl:1][C:2]1[CH:7]=[CH:6][CH:5]=[CH:4][C:3]=1[C:8]1[N:9]=[C:10]([NH:16][C:17]2[CH:22]=[C:21]([CH:23]=O)[CH:20]=[CH:19][C:18]=2[N+:25]([O-:27])=[O:26])[S:11][C:12]=1[C:13]([NH2:15])=[O:14].C(O[BH-](OC(=O)C)OC(=O)C)(=O)C.[Na+].[CH3:42][N:43]1[CH2:48][CH2:47][NH:46][CH2:45][CH2:44]1, predict the reaction product. The product is: [Cl:1][C:2]1[CH:7]=[CH:6][CH:5]=[CH:4][C:3]=1[C:8]1[N:9]=[C:10]([NH:16][C:17]2[CH:22]=[C:21]([CH2:23][N:46]3[CH2:47][CH2:48][N:43]([CH3:42])[CH2:44][CH2:45]3)[CH:20]=[CH:19][C:18]=2[N+:25]([O-:27])=[O:26])[S:11][C:12]=1[C:13]([NH2:15])=[O:14]. (3) Given the reactants [CH3:1][N:2]([CH3:36])[C:3]1[C:23]2[CH2:22][C@@H:21]3[C:12](=[C:13]([OH:33])[C@@:14]4([OH:32])[C@@H:19]([CH2:20]3)[C@H:18]([N:24]([CH3:26])[CH3:25])[C:17]([OH:27])=[C:16]([C:28]([NH2:30])=[O:29])[C:15]4=[O:31])[C:11](=[O:34])[C:10]=2[C:9]2[O:8][C:7](=[S:35])[NH:6][C:5]=2[CH:4]=1.C(N(C(C)C)CC)(C)C.[CH2:46]([O:53][C:54](=[O:57])[CH2:55]Br)[C:47]1[CH:52]=[CH:51][CH:50]=[CH:49][CH:48]=1, predict the reaction product. The product is: [NH2:30][C:28]([C:16]1[C:15](=[O:31])[C@:14]2([OH:32])[C@@H:19]([CH2:20][C@H:21]3[C:12](=[C:13]2[OH:33])[C:11](=[O:34])[C:10]2[C:9]4[O:8][C:7]([S:35][CH2:55][C:54]([O:53][CH2:46][C:47]5[CH:52]=[CH:51][CH:50]=[CH:49][CH:48]=5)=[O:57])=[N:6][C:5]=4[CH:4]=[C:3]([N:2]([CH3:36])[CH3:1])[C:23]=2[CH2:22]3)[C@H:18]([N:24]([CH3:25])[CH3:26])[C:17]=1[OH:27])=[O:29]. (4) Given the reactants [Br:1][C:2]1[CH:3]=[C:4]2[NH:10][CH2:9][C:8]([CH3:12])([CH3:11])[C:5]2=[N:6][CH:7]=1.Cl.O1CCOCC1.Cl[C:21]1[C:30]2[C:25](=[CH:26][C:27]([F:31])=[CH:28][CH:29]=2)[N:24]=[C:23]([C:32]2[CH:37]=[CH:36][CH:35]=[C:34]([O:38]C)[N:33]=2)[C:22]=1[CH3:40], predict the reaction product. The product is: [Br:1][C:2]1[CH:3]=[C:4]2[N:10]([C:21]3[C:30]4[C:25](=[CH:26][C:27]([F:31])=[CH:28][CH:29]=4)[N:24]=[C:23]([C:32]4[NH:33][C:34](=[O:38])[CH:35]=[CH:36][CH:37]=4)[C:22]=3[CH3:40])[CH2:9][C:8]([CH3:12])([CH3:11])[C:5]2=[N:6][CH:7]=1.